Dataset: Forward reaction prediction with 1.9M reactions from USPTO patents (1976-2016). Task: Predict the product of the given reaction. (1) Given the reactants [CH:1]1([N:5]2[CH2:10][CH2:9][N:8]([C:11]([C:13]3[CH:14]=[C:15]4[C:19](=[CH:20][CH:21]=3)[NH:18][C:17]([C:22]([N:24]3[CH2:29][CH2:28][S:27](=[O:31])(=[O:30])[CH2:26][CH2:25]3)=[O:23])=[CH:16]4)=[O:12])[CH2:7][CH2:6]2)[CH2:4][CH2:3][CH2:2]1.[F:32][C:33]1[CH:34]=[C:35](B(O)O)[CH:36]=[CH:37][CH:38]=1.N1C=CC=CC=1, predict the reaction product. The product is: [CH:1]1([N:5]2[CH2:6][CH2:7][N:8]([C:11]([C:13]3[CH:14]=[C:15]4[C:19](=[CH:20][CH:21]=3)[N:18]([C:37]3[CH:36]=[CH:35][CH:34]=[C:33]([F:32])[CH:38]=3)[C:17]([C:22]([N:24]3[CH2:29][CH2:28][S:27](=[O:30])(=[O:31])[CH2:26][CH2:25]3)=[O:23])=[CH:16]4)=[O:12])[CH2:9][CH2:10]2)[CH2:2][CH2:3][CH2:4]1. (2) Given the reactants CC(OI1(OC(C)=O)(OC(C)=O)OC(=O)C2C=CC=CC1=2)=O.[C:23]([C:27]1[CH:32]=[CH:31][C:30]([C:33]#[C:34][CH:35]([OH:48])[C:36]#[C:37][C:38]2[CH:43]=[CH:42][C:41]([C:44]([CH3:47])([CH3:46])[CH3:45])=[CH:40][CH:39]=2)=[CH:29][CH:28]=1)([CH3:26])([CH3:25])[CH3:24].[OH-].[Na+], predict the reaction product. The product is: [C:44]([C:41]1[CH:42]=[CH:43][C:38]([C:37]#[C:36][C:35](=[O:48])[C:34]#[C:33][C:30]2[CH:29]=[CH:28][C:27]([C:23]([CH3:26])([CH3:25])[CH3:24])=[CH:32][CH:31]=2)=[CH:39][CH:40]=1)([CH3:47])([CH3:46])[CH3:45].